Task: Predict the reactants needed to synthesize the given product.. Dataset: Full USPTO retrosynthesis dataset with 1.9M reactions from patents (1976-2016) (1) Given the product [N:17]1[CH:18]=[CH:19][C:14]([C:6]2[CH:7]=[CH:8][C:3]([C:1]#[N:2])=[CH:4][CH:5]=2)=[CH:15][CH:16]=1, predict the reactants needed to synthesize it. The reactants are: [C:1]([C:3]1[CH:8]=[CH:7][C:6](B(O)O)=[CH:5][CH:4]=1)#[N:2].Cl.Br[C:14]1[CH:19]=[CH:18][N:17]=[CH:16][CH:15]=1.C(=O)([O-])[O-].[Na+].[Na+]. (2) The reactants are: [NH2:1][C:2]1[CH:3]=[C:4]2[C:9](=[C:10]([Cl:12])[CH:11]=1)[N:8]=[CH:7][C:6]([C:13]#[N:14])=[C:5]2[NH:15][C:16]1[CH:21]=[CH:20][C:19]([F:22])=[C:18]([Cl:23])[CH:17]=1.[CH3:24][N:25]1[CH:29]=[C:28]([CH:30]=O)[N:27]=[CH:26]1.[BH3-]C#N.[Na+]. Given the product [Cl:12][C:10]1[CH:11]=[C:2]([NH:1][CH2:30][C:28]2[N:27]=[CH:26][N:25]([CH3:24])[CH:29]=2)[CH:3]=[C:4]2[C:9]=1[N:8]=[CH:7][C:6]([C:13]#[N:14])=[C:5]2[NH:15][C:16]1[CH:21]=[CH:20][C:19]([F:22])=[C:18]([Cl:23])[CH:17]=1, predict the reactants needed to synthesize it. (3) Given the product [F:1][C:2]1[CH:35]=[C:34]([N+:36]([O-:38])=[O:37])[CH:33]=[CH:32][C:3]=1[O:4][C:5]1[CH:10]=[CH:9][N:8]=[C:7]2[CH:11]=[C:12]([C:14]3[CH:31]=[CH:30][C:17]([CH2:18][N:19]([CH2:20][CH2:21][O:22][CH2:23][CH2:24][O:25][CH2:26][CH2:27][O:28][CH3:29])[C:44](=[O:45])[O:43][C:40]([CH3:42])([CH3:41])[CH3:39])=[CH:16][CH:15]=3)[S:13][C:6]=12, predict the reactants needed to synthesize it. The reactants are: [F:1][C:2]1[CH:35]=[C:34]([N+:36]([O-:38])=[O:37])[CH:33]=[CH:32][C:3]=1[O:4][C:5]1[CH:10]=[CH:9][N:8]=[C:7]2[CH:11]=[C:12]([C:14]3[CH:31]=[CH:30][C:17]([CH2:18][NH:19][CH2:20][CH2:21][O:22][CH2:23][CH2:24][O:25][CH2:26][CH2:27][O:28][CH3:29])=[CH:16][CH:15]=3)[S:13][C:6]=12.[CH3:39][C:40]([O:43][C:44](O[C:44]([O:43][C:40]([CH3:42])([CH3:41])[CH3:39])=[O:45])=[O:45])([CH3:42])[CH3:41].CO. (4) Given the product [CH3:17][O:18][CH:19]([O:22][CH3:23])[CH2:20][N:2]1[CH2:3][C:4]2[C:9](=[CH:8][CH:7]=[CH:6][CH:5]=2)[C:1]1=[O:10], predict the reactants needed to synthesize it. The reactants are: [C:1]1(=[O:10])[C:9]2[C:4](=[CH:5][CH:6]=[CH:7][CH:8]=2)[CH2:3][NH:2]1.C(=O)([O-])[O-].[Cs+].[Cs+].[CH3:17][O:18][CH:19]([O:22][CH3:23])[CH2:20]Br. (5) Given the product [C:1]([C:3]1[CH:4]=[CH:5][C:6]([N:9]2[CH2:14][CH2:13][N:12]([C:15](=[O:31])[C:16]3[CH:21]=[CH:20][CH:19]=[C:18]([C:22]4[N:26]=[C:25]([C:27]([F:29])([F:28])[F:30])[O:24][N:23]=4)[CH:17]=3)[CH:11]([C:32]([OH:34])=[O:33])[CH2:10]2)=[N:7][CH:8]=1)#[N:2], predict the reactants needed to synthesize it. The reactants are: [C:1]([C:3]1[CH:4]=[CH:5][C:6]([N:9]2[CH2:14][CH2:13][N:12]([C:15](=[O:31])[C:16]3[CH:21]=[CH:20][CH:19]=[C:18]([C:22]4[N:26]=[C:25]([C:27]([F:30])([F:29])[F:28])[O:24][N:23]=4)[CH:17]=3)[CH:11]([C:32]([O:34]C)=[O:33])[CH2:10]2)=[N:7][CH:8]=1)#[N:2].[OH-].[Na+]. (6) Given the product [CH2:14]([O:16][C:17](=[O:28])[CH2:18][O:19][C:20]1[CH:25]=[CH:24][C:23]([S:26][C:2]2[CH:7]=[C:6]([O:8][CH2:9][CH:10]3[CH2:12][CH2:11]3)[CH:5]=[C:4]([Br:13])[CH:3]=2)=[CH:22][C:21]=1[CH3:27])[CH3:15], predict the reactants needed to synthesize it. The reactants are: Br[C:2]1[CH:7]=[C:6]([O:8][CH2:9][CH:10]2[CH2:12][CH2:11]2)[CH:5]=[C:4]([Br:13])[CH:3]=1.[CH2:14]([O:16][C:17](=[O:28])[CH2:18][O:19][C:20]1[CH:25]=[CH:24][C:23]([SH:26])=[CH:22][C:21]=1[CH3:27])[CH3:15].C(N(CC)CC)C.C(O)(=O)CC(CC(O)=O)(C(O)=O)O. (7) Given the product [NH2:48][C:42]1[C:43]([NH:47][C:13](=[O:15])[CH2:12][CH2:11][C:2]2[CH:3]=[N:4][C:5]3[C:10](=[CH:9][CH:8]=[CH:7][CH:6]=3)[N:1]=2)=[CH:44][CH:45]=[C:46]2[C:41]=1[CH:40]=[CH:39][CH:38]=[N:37]2.[NH2:47][C:43]1[C:42]([NH:48][C:13](=[O:14])[CH2:12][CH2:11][C:2]2[CH:3]=[N:4][C:5]3[C:10](=[CH:9][CH:8]=[CH:7][CH:6]=3)[N:1]=2)=[C:41]2[C:46](=[CH:45][CH:44]=1)[N:37]=[CH:38][CH:39]=[CH:40]2, predict the reactants needed to synthesize it. The reactants are: [N:1]1[C:10]2[C:5](=[CH:6][CH:7]=[CH:8][CH:9]=2)[N:4]=[CH:3][C:2]=1[CH2:11][CH2:12][C:13]([OH:15])=[O:14].C1C=CC2N(O)N=NC=2C=1.CCN=C=NCCCN(C)C.[N:37]1[C:46]2[C:41](=[C:42]([NH2:48])[C:43]([NH2:47])=[CH:44][CH:45]=2)[CH:40]=[CH:39][CH:38]=1. (8) Given the product [O:11]1[C:10]2[CH:14]=[CH:15][C:7]([CH:25]([C:23]3[CH:22]=[CH:21][C:20]4[O:16][CH2:17][O:18][C:19]=4[CH:24]=3)[OH:26])=[CH:8][C:9]=2[O:13][CH2:12]1, predict the reactants needed to synthesize it. The reactants are: C([Li])(C)(C)C.Br[C:7]1[CH:15]=[CH:14][C:10]2[O:11][CH2:12][O:13][C:9]=2[CH:8]=1.[O:16]1[C:20]2[CH:21]=[CH:22][C:23]([CH:25]=[O:26])=[CH:24][C:19]=2[O:18][CH2:17]1.C(OCC)=O. (9) Given the product [N:60]1[CH:61]=[CH:62][CH:63]=[CH:64][C:59]=1[CH2:58][NH:28][CH2:29][C:30]1[CH:35]=[CH:34][C:33]([CH2:36][N:37]([CH2:48][C:49]2[S:50][C:51]3[CH:57]=[CH:56][CH:55]=[CH:54][C:52]=3[N:53]=2)[CH:38]2[C:47]3[N:46]=[CH:45][CH:44]=[CH:43][C:42]=3[CH2:41][CH2:40][CH2:39]2)=[CH:32][CH:31]=1, predict the reactants needed to synthesize it. The reactants are: ClCC1SC2C=CC=CC=2N=1.C(N(C(C)C)CC)(C)C.C(OC([N:28]([CH2:58][C:59]1[CH:64]=[CH:63][CH:62]=[CH:61][N:60]=1)[CH2:29][C:30]1[CH:35]=[CH:34][C:33]([CH2:36][N:37]([CH2:48][C:49]2[S:50][C:51]3[CH:57]=[CH:56][CH:55]=[CH:54][C:52]=3[N:53]=2)[CH:38]2[C:47]3[N:46]=[CH:45][CH:44]=[CH:43][C:42]=3[CH2:41][CH2:40][CH2:39]2)=[CH:32][CH:31]=1)=O)(C)(C)C.